Dataset: Reaction yield outcomes from USPTO patents with 853,638 reactions. Task: Predict the reaction yield, written as a fraction of the theoretical maximum amount of product (1.0 means a 100% yield; for example, 0.34 means a 34% yield). The product is [CH2:94]([O:93][C:91]([C@:58]12[CH2:87][CH2:86][C@@H:85]([C:88]([CH3:90])=[CH2:89])[C@@H:59]1[C@@H:60]1[C@@:55]([CH3:54])([CH2:56][CH2:57]2)[C@@:72]2([CH3:73])[C@@H:63]([C@:64]3([CH3:84])[C@@H:69]([CH2:70][CH2:71]2)[C:68]([CH3:74])([CH3:75])[C:67]([C:7]2[CH2:25][C:9]4([CH2:10][C:11]([C:13]([O:15][CH:16]([CH3:18])[CH3:17])=[O:14])([C:19]([O:21][CH:22]([CH3:24])[CH3:23])=[O:20])[CH2:12]4)[CH:8]=2)=[CH:66][CH2:65]3)[CH2:62][CH2:61]1)=[O:92])[C:95]1[CH:100]=[CH:99][CH:98]=[CH:97][CH:96]=1. The yield is 0.204. The catalyst is C1(C)C=CC=CC=1.CN(C=O)C.Cl[Pd](Cl)([P](C1C=CC=CC=1)(C1C=CC=CC=1)C1C=CC=CC=1)[P](C1C=CC=CC=1)(C1C=CC=CC=1)C1C=CC=CC=1.C1C=CC(P(C2C=CC=CC=2)[C-]2C=CC=C2)=CC=1.C1C=CC(P(C2C=CC=CC=2)[C-]2C=CC=C2)=CC=1.Cl[Pd]Cl.[Fe+2].C(Cl)Cl. The reactants are FC(F)(F)S(O[C:7]1[CH2:25][C:9]2([CH2:12][C:11]([C:19]([O:21][CH:22]([CH3:24])[CH3:23])=[O:20])([C:13]([O:15][CH:16]([CH3:18])[CH3:17])=[O:14])[CH2:10]2)[CH:8]=1)(=O)=O.C1([O-])C=CC=CC=1.C1(P(C2C=CC=CC=2)C2C=CC=CC=2)C=CC=CC=1.[CH3:54][C@:55]12[C@@:72]3([CH3:73])[C@@H:63]([C@:64]4([CH3:84])[C@@H:69]([CH2:70][CH2:71]3)[C:68]([CH3:75])([CH3:74])[C:67](OS(C(F)(F)F)(=O)=O)=[CH:66][CH2:65]4)[CH2:62][CH2:61][C@@H:60]1[C@H:59]1[C@H:85]([C:88]([CH3:90])=[CH2:89])[CH2:86][CH2:87][C@:58]1([C:91]([O:93][CH2:94][C:95]1[CH:100]=[CH:99][CH:98]=[CH:97][CH:96]=1)=[O:92])[CH2:57][CH2:56]2.P(=O)(O)(O)O.[K].